Dataset: Catalyst prediction with 721,799 reactions and 888 catalyst types from USPTO. Task: Predict which catalyst facilitates the given reaction. (1) Product: [CH3:25][CH:24]([S:21]([C:8]1([C:6]2[CH:5]=[C:4]([N:27]3[CH2:32][CH2:31][O:30][CH2:29][C@H:28]3[CH3:33])[N:3]=[C:2]([C:44]3[CH:45]=[CH:46][CH:47]=[C:48]4[C:43]=3[CH:42]=[CH:41][NH:40]4)[N:7]=2)[CH2:13][CH2:12][NH:11][CH2:10][CH2:9]1)(=[O:22])=[O:23])[CH3:26]. Reactant: Cl[C:2]1[N:7]=[C:6]([C:8]2([S:21]([CH:24]([CH3:26])[CH3:25])(=[O:23])=[O:22])[CH2:13][CH2:12][N:11](C(OC(C)(C)C)=O)[CH2:10][CH2:9]2)[CH:5]=[C:4]([N:27]2[CH2:32][CH2:31][O:30][CH2:29][C@H:28]2[CH3:33])[N:3]=1.C(=O)([O-])[O-].[Na+].[Na+].[NH:40]1[C:48]2[C:43](=[C:44](B(O)O)[CH:45]=[CH:46][CH:47]=2)[CH:42]=[CH:41]1. The catalyst class is: 600. (2) Reactant: [CH3:16][C:11]1([CH3:17])[C:12]([CH3:15])([CH3:14])[O:13][B:9]([B:9]2[O:13][C:12]([CH3:15])([CH3:14])[C:11]([CH3:17])([CH3:16])[O:10]2)[O:10]1.C([O-])(=O)C.[K+].Br[C:25]1[CH:33]=[C:32]2[C:28]([CH:29]=[CH:30][NH:31]2)=[CH:27][C:26]=1[F:34]. Product: [F:34][C:26]1[CH:27]=[C:28]2[C:32](=[CH:33][C:25]=1[B:9]1[O:10][C:11]([CH3:16])([CH3:17])[C:12]([CH3:14])([CH3:15])[O:13]1)[NH:31][CH:30]=[CH:29]2. The catalyst class is: 75. (3) Reactant: O[CH:2]=[C:3]1[C:11]2[C:6](=[CH:7][C:8]([C:12]([C:14]3[CH:19]=[CH:18][C:17]([NH:20][C:21]([C:23]4[N:24]([CH2:29][CH3:30])[N:25]=[C:26]([CH3:28])[CH:27]=4)=[O:22])=[CH:16][CH:15]=3)=[O:13])=[CH:9][CH:10]=2)[NH:5][C:4]1=[O:31].[NH:32]1[C:40]2[C:35](=[CH:36][CH:37]=[C:38]([NH2:41])[CH:39]=2)[CH:34]=[N:33]1. Product: [NH:32]1[C:40]2[C:35](=[CH:36][CH:37]=[C:38]([NH:41][CH:2]=[C:3]3[C:11]4[C:6](=[CH:7][C:8]([C:12]([C:14]5[CH:15]=[CH:16][C:17]([NH:20][C:21]([C:23]6[N:24]([CH2:29][CH3:30])[N:25]=[C:26]([CH3:28])[CH:27]=6)=[O:22])=[CH:18][CH:19]=5)=[O:13])=[CH:9][CH:10]=4)[NH:5][C:4]3=[O:31])[CH:39]=2)[CH:34]=[N:33]1. The catalyst class is: 1. (4) Reactant: Cl.N1C=CC=CC=1.[Cl:8][C:9]1[CH:14]=[CH:13][CH:12]=[CH:11][C:10]=1[C:15]1[O:16][C:17]2[C:22]([C:23](=[O:25])[CH:24]=1)=[C:21]([O:26]C)[CH:20]=[C:19]([O:28]C)[C:18]=2[C@@H:30]1[CH2:34][CH2:33][N:32]([CH3:35])[C@H:31]1[CH2:36][OH:37].C([O-])([O-])=O.[Na+].[Na+]. Product: [Cl:8][C:9]1[CH:14]=[CH:13][CH:12]=[CH:11][C:10]=1[C:15]1[O:16][C:17]2[C:22]([C:23](=[O:25])[CH:24]=1)=[C:21]([OH:26])[CH:20]=[C:19]([OH:28])[C:18]=2[C@@H:30]1[CH2:34][CH2:33][N:32]([CH3:35])[C@H:31]1[CH2:36][OH:37]. The catalyst class is: 5. (5) The catalyst class is: 7. Reactant: [NH2:1][C:2]1[CH:7]=[CH:6][C:5]([CH:8]([CH2:12][CH:13]2[CH2:17][CH2:16][CH2:15][CH2:14]2)[C:9]([OH:11])=[O:10])=[CH:4][CH:3]=1.C(N(CC)C(C)C)(C)C.[C:27](Cl)(=[O:34])[C:28]1[CH:33]=[CH:32][CH:31]=[CH:30][CH:29]=1. Product: [C:27]([NH:1][C:2]1[CH:3]=[CH:4][C:5]([CH:8]([CH2:12][CH:13]2[CH2:17][CH2:16][CH2:15][CH2:14]2)[C:9]([OH:11])=[O:10])=[CH:6][CH:7]=1)(=[O:34])[C:28]1[CH:33]=[CH:32][CH:31]=[CH:30][CH:29]=1. (6) Reactant: [Cl:1][C:2]1[CH:3]=[C:4]([CH:19]=[CH:20][CH:21]=1)[CH2:5][S:6][C:7]1[N:12]=[C:11]([OH:13])[CH:10]=[C:9]([NH:14][C@H:15]([CH3:18])[CH2:16][OH:17])[N:8]=1.N1C=CC=CC=1.[S:28]1[CH:32]=[N:31][N:30]=[C:29]1[SH:33].BrBr. Product: [Cl:1][C:2]1[CH:3]=[C:4]([CH2:5][S:6][C:7]2[N:12]=[C:11]([OH:13])[C:10]([S:33][C:29]3[S:28][CH:32]=[N:31][N:30]=3)=[C:9]([NH:14][C@H:15]([CH3:18])[CH2:16][OH:17])[N:8]=2)[CH:19]=[CH:20][CH:21]=1. The catalyst class is: 3. (7) Reactant: [F:1][C:2]1[CH:3]=[CH:4][C:5]([C:8]#[N:9])=[N:6][CH:7]=1. Product: [F:1][C:2]1[CH:3]=[CH:4][C:5]([CH2:8][NH2:9])=[N:6][CH:7]=1. The catalyst class is: 750. (8) Product: [CH2:3]([O:7][C:9]1[N:14]=[CH:13][N:12]=[C:11]([N:15]2[CH2:21][CH2:20][CH2:19][CH2:18][CH2:17][CH:16]2[CH3:22])[C:10]=1[F:23])[C:4]#[C:5][CH3:6]. The catalyst class is: 7. Reactant: [H-].[Na+].[CH2:3]([OH:7])[C:4]#[C:5][CH3:6].Cl[C:9]1[N:14]=[CH:13][N:12]=[C:11]([N:15]2[CH2:21][CH2:20][CH2:19][CH2:18][CH2:17][CH:16]2[CH3:22])[C:10]=1[F:23].[Cl-].[NH4+]. (9) Reactant: [Cl-].[S:2]([C:6]1[CH:15]=[C:14]([S:16]([OH:19])(=[O:18])=[O:17])[CH:13]=[C:12]2[C:7]=1[CH:8]=[CH:9][C:10]([NH2+:20]N)=[CH:11]2)([OH:5])(=[O:4])=[O:3].[CH3:22][CH:23]([C:32](=O)[CH3:33])[CH2:24][CH2:25][CH2:26][CH2:27][CH2:28][C:29]([OH:31])=[O:30]. Product: [CH3:22][C:23]1([CH2:24][CH2:25][CH2:26][CH2:27][CH2:28][C:29]([OH:31])=[O:30])[C:11]2[C:12]3[CH:13]=[C:14]([S:16]([OH:19])(=[O:18])=[O:17])[CH:15]=[C:6]([S:2]([OH:5])(=[O:4])=[O:3])[C:7]=3[CH:8]=[CH:9][C:10]=2[N:20]=[C:32]1[CH3:33]. The catalyst class is: 15. (10) Reactant: [C:1]([O:5][C:6]([N:8]1[CH2:13][CH2:12][NH:11][CH2:10][CH2:9]1)=[O:7])([CH3:4])([CH3:3])[CH3:2].C([O-])([O-])=O.[K+].[K+].[Cl:20][C:21]1[C:26]([C:27]([F:30])([F:29])[F:28])=[CH:25][CH:24]=[C:23](Cl)[N:22]=1.C1(C)C=CC=CC=1. Product: [C:1]([O:5][C:6]([N:8]1[CH2:13][CH2:12][N:11]([C:23]2[CH:24]=[CH:25][C:26]([C:27]([F:29])([F:30])[F:28])=[C:21]([Cl:20])[N:22]=2)[CH2:10][CH2:9]1)=[O:7])([CH3:4])([CH3:2])[CH3:3]. The catalyst class is: 58.